From a dataset of Forward reaction prediction with 1.9M reactions from USPTO patents (1976-2016). Predict the product of the given reaction. (1) Given the reactants C(=O)(O)[O-].[Na+].[O:6]=[C:7]1[N:15]([C@@H:16]([CH3:20])[C:17]([OH:19])=[O:18])[CH2:14][CH2:13][C:8]21[NH:12][CH2:11][CH2:10][CH2:9]2.[C:21](=O)([O:37]N1C(=O)CCC1=O)[O:22][CH2:23][CH:24]1[C:36]2[CH:35]=[CH:34][CH:33]=[CH:32][C:31]=2[C:30]2[C:25]1=[CH:26][CH:27]=[CH:28][CH:29]=2, predict the reaction product. The product is: [CH:35]1[C:36]2[CH:24]([CH2:23][O:22][C:21]([N:12]3[C:8]4([CH2:13][CH2:14][N:15]([C@@H:16]([CH3:20])[C:17]([OH:19])=[O:18])[C:7]4=[O:6])[CH2:9][CH2:10][CH2:11]3)=[O:37])[C:25]3[C:30](=[CH:29][CH:28]=[CH:27][CH:26]=3)[C:31]=2[CH:32]=[CH:33][CH:34]=1. (2) The product is: [CH2:11]([C:9]1[CH:8]=[C:4]([CH:3]=[C:2]([CH3:1])[N:10]=1)[C:5]([N:32]([O:31][CH3:27])[CH3:33])=[O:6])[CH:12]([CH3:14])[CH3:13]. Given the reactants [CH3:1][C:2]1[CH:3]=[C:4]([CH:8]=[C:9]([CH2:11][CH:12]([CH3:14])[CH3:13])[N:10]=1)[C:5](O)=[O:6].CCN(C(C)C)C(C)C.CN([C:27]([O:31][N:32]1N=NC2C=CC=C[C:33]1=2)=[N+](C)C)C.[B-](F)(F)(F)F.CNOC, predict the reaction product. (3) The product is: [F:9][C:10]1[CH:11]=[C:12]([C:42]2[CH:47]=[CH:46][CH:45]=[CH:44][C:43]=2[C:48]2[NH:3][C:4](=[O:7])[O:5][N:49]=2)[CH:13]=[CH:14][C:15]=1[CH2:16][C:17]1[C:18](=[O:41])[N:19]([C@H:30]2[CH2:33][C@@H:32]([O:34][CH:35]([CH3:40])[C:36]([OH:39])([CH3:37])[CH3:38])[CH2:31]2)[C:20]2[N:21]([N:26]=[C:27]([CH3:29])[N:28]=2)[C:22]=1[CH2:23][CH2:24][CH3:25]. Given the reactants [Cl-].O[NH3+:3].[C:4](=[O:7])([O-])[OH:5].[Na+].[F:9][C:10]1[CH:11]=[C:12]([C:42]2[C:43]([C:48]#[N:49])=[CH:44][CH:45]=[CH:46][CH:47]=2)[CH:13]=[CH:14][C:15]=1[CH2:16][C:17]1[C:18](=[O:41])[N:19]([C@H:30]2[CH2:33][C@@H:32]([O:34][CH:35]([CH3:40])[C:36]([OH:39])([CH3:38])[CH3:37])[CH2:31]2)[C:20]2[N:21]([N:26]=[C:27]([CH3:29])[N:28]=2)[C:22]=1[CH2:23][CH2:24][CH3:25], predict the reaction product. (4) Given the reactants [CH3:1][C:2]([CH3:8])([CH3:7])[CH:3]([OH:6])[C:4]#[CH:5].C(=O)([O-])[O-].[K+].[K+].[CH2:15]([O:22][CH2:23][CH2:24][CH2:25][C@H:26]([C:35]1[C:39]([I:40])=[C:38]([C:41](Cl)=[N:42][OH:43])[O:37][N:36]=1)[CH2:27][C:28]([O:30][C:31]([CH3:34])([CH3:33])[CH3:32])=[O:29])[C:16]1[CH:21]=[CH:20][CH:19]=[CH:18][CH:17]=1, predict the reaction product. The product is: [CH2:15]([O:22][CH2:23][CH2:24][CH2:25][C@H:26]([C:35]1[C:39]([I:40])=[C:38]([C:41]2[CH:5]=[C:4]([CH:3]([OH:6])[C:2]([CH3:8])([CH3:7])[CH3:1])[O:43][N:42]=2)[O:37][N:36]=1)[CH2:27][C:28]([O:30][C:31]([CH3:34])([CH3:33])[CH3:32])=[O:29])[C:16]1[CH:17]=[CH:18][CH:19]=[CH:20][CH:21]=1. (5) Given the reactants [CH2:1]([O:4][CH:5]([C:9]1[CH:14]=[CH:13][C:12]([Cl:15])=[CH:11][CH:10]=1)[C:6](Cl)=[O:7])[C:2]#[CH:3].[NH2:16][C:17]1[C:22]([C:23]2[CH:28]=[CH:27][C:26]([O:29][CH3:30])=[C:25]([O:31][CH3:32])[CH:24]=2)=[CH:21][CH:20]=[CH:19][N:18]=1.C(N(CC)CC)C.O1CCCC1, predict the reaction product. The product is: [CH3:32][O:31][C:25]1[CH:24]=[C:23]([C:22]2[C:17]([NH:16][C:6](=[O:7])[CH:5]([O:4][CH2:1][C:2]#[CH:3])[C:9]3[CH:14]=[CH:13][C:12]([Cl:15])=[CH:11][CH:10]=3)=[N:18][CH:19]=[CH:20][CH:21]=2)[CH:28]=[CH:27][C:26]=1[O:29][CH3:30]. (6) Given the reactants [CH3:1][O:2][CH2:3][CH2:4][N:5]1[CH:9]=[C:8]([N+:10]([O-])=O)[CH:7]=[N:6]1, predict the reaction product. The product is: [CH3:1][O:2][CH2:3][CH2:4][N:5]1[CH:9]=[C:8]([NH2:10])[CH:7]=[N:6]1.